Dataset: Peptide-MHC class II binding affinity with 134,281 pairs from IEDB. Task: Regression. Given a peptide amino acid sequence and an MHC pseudo amino acid sequence, predict their binding affinity value. This is MHC class II binding data. The peptide sequence is ELNNALQNLARTISE. The MHC is HLA-DQA10102-DQB10602 with pseudo-sequence HLA-DQA10102-DQB10602. The binding affinity (normalized) is 0.416.